From a dataset of Full USPTO retrosynthesis dataset with 1.9M reactions from patents (1976-2016). Predict the reactants needed to synthesize the given product. (1) Given the product [I:1][C:2]1[CH:7]=[CH:6][CH:5]=[CH:4][C:3]=1[C:8]1([C:12]([O:14][CH3:20])=[O:13])[CH2:9][CH2:10][CH2:11]1, predict the reactants needed to synthesize it. The reactants are: [I:1][C:2]1[CH:7]=[CH:6][CH:5]=[CH:4][C:3]=1[C:8]1([C:12]([OH:14])=[O:13])[CH2:11][CH2:10][CH2:9]1.OS(O)(=O)=O.[CH3:20]O. (2) Given the product [CH3:1][O:2][C:3]1[CH:19]=[C:18]([O:20][CH3:21])[CH:17]=[CH:16][C:4]=1[C:5]1[N:11]([CH2:12][CH:13]([CH3:15])[CH3:14])[C:9]([SH:10])=[N:8][N:7]=1, predict the reactants needed to synthesize it. The reactants are: [CH3:1][O:2][C:3]1[CH:19]=[C:18]([O:20][CH3:21])[CH:17]=[CH:16][C:4]=1[C:5]([NH:7][NH:8][C:9]([NH:11][CH2:12][CH:13]([CH3:15])[CH3:14])=[S:10])=O.[OH-].[Na+]. (3) Given the product [Cl:29][C:13]1[CH2:12][N:11]2[C:7](=[N:8][CH:9]=[N:10]2)[C:6]2[CH:16]=[C:2]([F:1])[CH:3]=[CH:4][C:5]=2[N:14]=1, predict the reactants needed to synthesize it. The reactants are: [F:1][C:2]1[CH:3]=[CH:4][C:5]2[NH:14][C:13](=O)[CH2:12][N:11]3[C:7](=[N:8][CH:9]=[N:10]3)[C:6]=2[CH:16]=1.CN(C)C1C=CC(C)=CC=1.P(Cl)(Cl)([Cl:29])=O.C(=O)([O-])O.[Na+]. (4) Given the product [CH3:50][Si:2]([CH3:1])([CH3:51])[CH2:3][CH2:4][O:5][C:6](=[O:49])[CH:7]([CH2:33][CH:34]=[CH:35][CH2:36][P:37]([O:41][CH:42]([C:44]([OH:46])=[O:45])[CH3:43])([OH:39])=[O:38])[CH2:8][C:9]([CH3:32])=[CH:10][CH2:11][C:12]1[C:13]([O:25][CH2:26][CH2:27][Si:28]([CH3:29])([CH3:31])[CH3:30])=[C:14]2[C:18](=[C:19]([CH3:23])[C:20]=1[O:21][CH3:22])[CH2:17][O:16][C:15]2=[O:24], predict the reactants needed to synthesize it. The reactants are: [CH3:1][Si:2]([CH3:51])([CH3:50])[CH2:3][CH2:4][O:5][C:6](=[O:49])[CH:7]([CH2:33][CH:34]=[CH:35][CH2:36][P:37]([O:41][CH:42]([C:44]([O:46]CC)=[O:45])[CH3:43])([O:39]C)=[O:38])[CH2:8][C:9]([CH3:32])=[CH:10][CH2:11][C:12]1[C:13]([O:25][CH2:26][CH2:27][Si:28]([CH3:31])([CH3:30])[CH3:29])=[C:14]2[C:18](=[C:19]([CH3:23])[C:20]=1[O:21][CH3:22])[CH2:17][O:16][C:15]2=[O:24].C(N)(C)(C)C.